Dataset: Reaction yield outcomes from USPTO patents with 853,638 reactions. Task: Predict the reaction yield, written as a fraction of the theoretical maximum amount of product (1.0 means a 100% yield; for example, 0.34 means a 34% yield). (1) The catalyst is CN(C)C1C=CN=CC=1.C(Cl)Cl. The reactants are N1C=CN=C1.[OH:6][CH2:7][C@H:8]1[NH:12][C:11](=[O:13])[CH2:10][CH2:9]1.[Si:14](Cl)([C:17]([CH3:20])([CH3:19])[CH3:18])([CH3:16])[CH3:15]. The yield is 0.995. The product is [Si:14]([O:6][CH2:7][C@H:8]1[NH:12][C:11](=[O:13])[CH2:10][CH2:9]1)([C:17]([CH3:20])([CH3:19])[CH3:18])([CH3:16])[CH3:15]. (2) The reactants are [Cl:1][C:2]1[CH:7]=[C:6](I)[C:5]([Cl:9])=[CH:4][N:3]=1.[NH2:10][C:11]1[CH:18]=[CH:17][C:16]([Cl:19])=[CH:15][C:12]=1[C:13]#[N:14].[O-]P(OP(OP([O-])([O-])=O)([O-])=O)(=O)[O-].[K+].[K+].[K+].[K+].[K+].C1C=CC(P(C2C(OC3C(P(C4C=CC=CC=4)C4C=CC=CC=4)=CC=CC=3)=CC=CC=2)C2C=CC=CC=2)=CC=1. The catalyst is O1CCOCC1.C([O-])(=O)C.[Pd+2].C([O-])(=O)C. The product is [Cl:19][C:16]1[CH:17]=[CH:18][C:11]([NH:10][C:6]2[C:5]([Cl:9])=[CH:4][N:3]=[C:2]([Cl:1])[CH:7]=2)=[C:12]([CH:15]=1)[C:13]#[N:14]. The yield is 0.330. (3) The reactants are C[N:2]([CH:4]=[N:5][C:6]([C:8]1[C:13](=[O:14])[CH:12]=[CH:11][N:10]([C:15]2[CH:20]=[CH:19][CH:18]=[C:17]([C:21]([F:24])([F:23])[F:22])[CH:16]=2)[N:9]=1)=O)C.[C:25]1([NH:31]N)[CH:30]=[CH:29][CH:28]=[CH:27][CH:26]=1. The catalyst is C(O)(=O)C. The product is [C:25]1([N:31]2[C:6]([C:8]3[C:13](=[O:14])[CH:12]=[CH:11][N:10]([C:15]4[CH:20]=[CH:19][CH:18]=[C:17]([C:21]([F:24])([F:23])[F:22])[CH:16]=4)[N:9]=3)=[N:5][CH:4]=[N:2]2)[CH:30]=[CH:29][CH:28]=[CH:27][CH:26]=1. The yield is 0.460.